Predict which catalyst facilitates the given reaction. From a dataset of Catalyst prediction with 721,799 reactions and 888 catalyst types from USPTO. (1) Reactant: [CH3:1][O:2][C:3](=[O:21])[C:4]([C:11]1[CH:16]=[C:15]([CH:17]=[O:18])[C:14]([OH:19])=[C:13](Br)[CH:12]=1)([CH2:8][O:9][CH3:10])[CH2:5][O:6][CH3:7].[F:22][C:23]1[CH:24]=[CH:25][C:26]([O:32][CH2:33][O:34][CH3:35])=[C:27](B(O)O)[CH:28]=1.C(=O)([O-])[O-].[Na+].[Na+].Cl. Product: [CH3:1][O:2][C:3](=[O:21])[C:4]([C:11]1[CH:12]=[C:13]([C:27]2[CH:28]=[C:23]([F:22])[CH:24]=[CH:25][C:26]=2[O:32][CH2:33][O:34][CH3:35])[C:14]([OH:19])=[C:15]([CH:17]=[O:18])[CH:16]=1)([CH2:8][O:9][CH3:10])[CH2:5][O:6][CH3:7]. The catalyst class is: 216. (2) Reactant: [Cl:1][C:2]1[CH:3]=[C:4]2[C:9](=O)[O:8][C:6](=[O:7])[C:5]2=[CH:11][CH:12]=1.O.[NH2:14][NH2:15]. Product: [Cl:1][C:2]1[CH:3]=[C:4]2[C:5](=[CH:11][CH:12]=1)[C:6](=[O:7])[NH:15][NH:14][C:9]2=[O:8]. The catalyst class is: 15. (3) Reactant: Br[C:2]1[C:3]2[CH:13]=[CH:12][CH:11]=[CH:10][C:4]=2[S:5][C:6]=1[N+:7]([O-:9])=[O:8].[Cu](C#N)[C:15]#[N:16].O. Product: [N+:7]([C:6]1[S:5][C:4]2[CH:10]=[CH:11][CH:12]=[CH:13][C:3]=2[C:2]=1[C:15]#[N:16])([O-:9])=[O:8]. The catalyst class is: 3. (4) Reactant: [F:1][CH:2]([F:19])[CH:3]1[CH2:8][CH2:7][N:6](C(OCC2C=CC=CC=2)=O)[CH2:5][CH2:4]1.CC1C=C2N=C3C(=NC(NC3=O)=O)N(C[C@H](O)[C@H](O)[C@H](O)CO)C2=CC=1C.[H][H]. Product: [F:1][CH:2]([F:19])[CH:3]1[CH2:8][CH2:7][NH:6][CH2:5][CH2:4]1. The catalyst class is: 256. (5) Reactant: [CH:1]([N:14]1[C:22]2[C:17](=[CH:18][C:19]([Cl:23])=[CH:20][CH:21]=2)[C:16]([CH2:24][CH2:25][S:26]([C:29]2[CH:34]=[CH:33][C:32]([C:35]3[CH:36]=[C:37]([CH:42]=[CH:43][CH:44]=3)[C:38]([O:40][CH3:41])=[O:39])=[CH:31][CH:30]=2)(=[O:28])=[O:27])=[C:15]1[CH2:45][CH2:46]OS(C)(=O)=O)([C:8]1[CH:13]=[CH:12][CH:11]=[CH:10][CH:9]=1)[C:2]1[CH:7]=[CH:6][CH:5]=[CH:4][CH:3]=1.[N-:52]=[N+:53]=[N-:54].[Na+].CN(C=O)C. Product: [N:52]([CH2:46][CH2:45][C:15]1[N:14]([CH:1]([C:2]2[CH:7]=[CH:6][CH:5]=[CH:4][CH:3]=2)[C:8]2[CH:13]=[CH:12][CH:11]=[CH:10][CH:9]=2)[C:22]2[C:17]([C:16]=1[CH2:24][CH2:25][S:26]([C:29]1[CH:34]=[CH:33][C:32]([C:35]3[CH:36]=[C:37]([CH:42]=[CH:43][CH:44]=3)[C:38]([O:40][CH3:41])=[O:39])=[CH:31][CH:30]=1)(=[O:28])=[O:27])=[CH:18][C:19]([Cl:23])=[CH:20][CH:21]=2)=[N+:53]=[N-:54]. The catalyst class is: 6.